Dataset: Reaction yield outcomes from USPTO patents with 853,638 reactions. Task: Predict the reaction yield, written as a fraction of the theoretical maximum amount of product (1.0 means a 100% yield; for example, 0.34 means a 34% yield). (1) The reactants are [NH2:1][CH2:2][C@@H:3]1[C@H:7]2[O:8][C:9]([CH3:12])([CH3:11])[O:10][C@H:6]2[C@H:5]([N:13]2[CH:21]=[N:20][C:19]3[C:14]2=[N:15][CH:16]=[N:17][C:18]=3[NH2:22])[O:4]1.[O:23]=[C:24]1[C:32]2[C:27](=[CH:28][CH:29]=[CH:30][CH:31]=2)[C:26](=[O:33])[N:25]1[CH2:34][CH2:35][CH:36]=O.[BH-](OC(C)=O)(OC(C)=O)OC(C)=O.[Na+].C([O-])(O)=O.[Na+]. The catalyst is ClCCCl. The product is [NH2:22][C:18]1[N:17]=[CH:16][N:15]=[C:14]2[C:19]=1[N:20]=[CH:21][N:13]2[C@H:5]1[C@@H:6]2[O:10][C:9]([CH3:12])([CH3:11])[O:8][C@@H:7]2[C@@H:3]([CH2:2][NH:1][CH2:36][CH2:35][CH2:34][N:25]2[C:26](=[O:33])[C:27]3[C:32](=[CH:31][CH:30]=[CH:29][CH:28]=3)[C:24]2=[O:23])[O:4]1. The yield is 0.570. (2) The reactants are [C:1]([NH:9][C:10]1[C:33]([C:34]#[C:35][CH2:36][NH:37][C:38](=[O:43])[C:39]([F:42])([F:41])[F:40])=[CH:32][N:13]([C@@H:14]2[O:31][C@H:21]([CH2:22][O:23][Si:24]([C:27]([CH3:30])([CH3:29])[CH3:28])([CH3:26])[CH3:25])[C@@H:16]([O:17][CH2:18]SC)[CH2:15]2)[C:12](=[O:44])[N:11]=1)(=[O:8])[C:2]1[CH:7]=[CH:6][CH:5]=[CH:4][CH:3]=1.C1CCCCC=1.[N-:51]=[N+:52]=[N-:53].[Na+]. The catalyst is C(Cl)Cl.CN(C=O)C. The yield is 0.550. The product is [C:1]([NH:9][C:10]1[C:33]([C:34]#[C:35][CH2:36][NH:37][C:38](=[O:43])[C:39]([F:42])([F:41])[F:40])=[CH:32][N:13]([C@@H:14]2[O:31][C@H:21]([CH2:22][O:23][Si:24]([C:27]([CH3:30])([CH3:29])[CH3:28])([CH3:26])[CH3:25])[C@@H:16]([O:17][CH2:18][N:51]=[N+:52]=[N-:53])[CH2:15]2)[C:12](=[O:44])[N:11]=1)(=[O:8])[C:2]1[CH:7]=[CH:6][CH:5]=[CH:4][CH:3]=1. (3) The reactants are C([O:8][C:9]1[CH:10]=[CH:11][C:12]([O:18][C:19]2[C:28]3[C:23](=[CH:24][C:25]([O:31][CH3:32])=[C:26]([O:29][CH3:30])[CH:27]=3)[N:22]=[CH:21][CH:20]=2)=[C:13]([C:15](=[O:17])[CH3:16])[CH:14]=1)C1C=CC=CC=1.CS(O)(=O)=O.FC(F)(F)C(O)=O. No catalyst specified. The product is [CH3:30][O:29][C:26]1[CH:27]=[C:28]2[C:23](=[CH:24][C:25]=1[O:31][CH3:32])[N:22]=[CH:21][CH:20]=[C:19]2[O:18][C:12]1[CH:11]=[CH:10][C:9]([OH:8])=[CH:14][C:13]=1[C:15](=[O:17])[CH3:16]. The yield is 1.00. (4) The reactants are C(NC1C=CC(C2C=C3C(CN([C@@H](C(C)C)C(O)=O)C3=O)=CC=2)=CC=1)(=O)C1C=CC=CC=1.[CH3:33][O:34][C:35]1[CH:67]=[CH:66][CH:65]=[CH:64][C:36]=1[C:37]([NH:39][C:40]1[CH:45]=[CH:44][C:43]([C:46]2[CH:54]=[C:53]3[C:49]([CH2:50][N:51]([C@@H:56]([CH:61]([CH3:63])[CH3:62])[C:57]([O:59]C)=[O:58])[C:52]3=[O:55])=[CH:48][CH:47]=2)=[CH:42][CH:41]=1)=[O:38]. No catalyst specified. The product is [CH3:33][O:34][C:35]1[CH:67]=[CH:66][CH:65]=[CH:64][C:36]=1[C:37]([NH:39][C:40]1[CH:41]=[CH:42][C:43]([C:46]2[CH:54]=[C:53]3[C:49]([CH2:50][N:51]([C@@H:56]([CH:61]([CH3:63])[CH3:62])[C:57]([OH:59])=[O:58])[C:52]3=[O:55])=[CH:48][CH:47]=2)=[CH:44][CH:45]=1)=[O:38]. The yield is 0.840. (5) The yield is 0.540. The catalyst is O1CCCC1. The reactants are [F:1][C:2]1[CH:3]=[CH:4][C:5]([C:8](OCC)=[O:9])=[N:6][CH:7]=1.[Li+].[BH4-]. The product is [F:1][C:2]1[CH:3]=[CH:4][C:5]([CH2:8][OH:9])=[N:6][CH:7]=1. (6) The reactants are [CH:1]([C:4]1[CH:9]=[CH:8][CH:7]=[C:6]([C:10]2[CH:15]=[CH:14][CH:13]=[CH:12][CH:11]=2)[C:5]=1[OH:16])([CH3:3])[CH3:2].[H-].[Na+].[Cl:19][Ti:20](Cl)([Cl:31])[C:21]1([CH3:30])[C:25]([CH3:26])=[C:24]([CH3:27])[C:23]([CH3:28])=[C:22]1[CH3:29]. The catalyst is C1(C)C=CC=CC=1. The product is [Cl:19][Ti:20]([Cl:31])([C:21]1([CH3:30])[C:22]([CH3:29])=[C:23]([CH3:28])[C:24]([CH3:27])=[C:25]1[CH3:26])[O:16][C:5]1[C:6]([C:10]2[CH:15]=[CH:14][CH:13]=[CH:12][CH:11]=2)=[CH:7][CH:8]=[CH:9][C:4]=1[CH:1]([CH3:3])[CH3:2]. The yield is 0.640. (7) The yield is 0.890. The reactants are [CH3:1][O:2][CH2:3][CH2:4][O:5][C:6]1[CH:7]=[C:8]2[C:12](=[C:13]([N+:15]([O-])=O)[CH:14]=1)[N:11]([C:18]([O:20][C:21]([CH3:24])([CH3:23])[CH3:22])=[O:19])[C:10]([C:25]([O:27][CH2:28][CH3:29])=[O:26])=[CH:9]2. The catalyst is [C].[Pd].O1CCCC1. The product is [NH2:15][C:13]1[CH:14]=[C:6]([O:5][CH2:4][CH2:3][O:2][CH3:1])[CH:7]=[C:8]2[C:12]=1[N:11]([C:18]([O:20][C:21]([CH3:22])([CH3:24])[CH3:23])=[O:19])[CH:10]([C:25]([O:27][CH2:28][CH3:29])=[O:26])[CH2:9]2.